Dataset: Forward reaction prediction with 1.9M reactions from USPTO patents (1976-2016). Task: Predict the product of the given reaction. (1) Given the reactants [N:1]1[CH:6]=[CH:5][CH:4]=[N:3][C:2]=1[N:7]1[CH2:12][CH:11]=[C:10]([C:13]([OH:15])=O)[CH2:9][CH2:8]1.C(Cl)(C(Cl)=O)=O.N1C=CC=CC=1.[Cl:28][C:29]1[CH:35]=[CH:34][C:32]([NH2:33])=[CH:31][CH:30]=1, predict the reaction product. The product is: [Cl:28][C:29]1[CH:35]=[CH:34][C:32]([NH:33][C:13]([C:10]2[CH2:9][CH2:8][N:7]([C:2]3[N:1]=[CH:6][CH:5]=[CH:4][N:3]=3)[CH2:12][CH:11]=2)=[O:15])=[CH:31][CH:30]=1. (2) Given the reactants [C:1]([C:4]1[CH:5]=[C:6]([C:15]2[NH:16][C:17](=[O:32])[C:18]3[C:19](=[C:21]([CH2:30][CH3:31])[N:22]([CH:24]4[CH2:27][N:26]([CH2:28][CH3:29])[CH2:25]4)[N:23]=3)[N:20]=2)[C:7]([O:10][CH2:11][CH2:12][CH2:13][CH3:14])=[N:8][CH:9]=1)(=[O:3])[CH3:2].[C:33]1([S:39]([OH:42])(=[O:41])=[O:40])[CH:38]=[CH:37][CH:36]=[CH:35][CH:34]=1, predict the reaction product. The product is: [C:33]1([S:39]([OH:42])(=[O:41])=[O:40])[CH:38]=[CH:37][CH:36]=[CH:35][CH:34]=1.[C:1]([C:4]1[CH:5]=[C:6]([C:15]2[NH:16][C:17](=[O:32])[C:18]3[C:19](=[C:21]([CH2:30][CH3:31])[N:22]([CH:24]4[CH2:27][N:26]([CH2:28][CH3:29])[CH2:25]4)[N:23]=3)[N:20]=2)[C:7]([O:10][CH2:11][CH2:12][CH2:13][CH3:14])=[N:8][CH:9]=1)(=[O:3])[CH3:2]. (3) Given the reactants [C:1]1([S:7]([NH:10][C:11]2[CH:20]=[CH:19][C:14]([C:15](OC)=[O:16])=[CH:13][C:12]=2[O:21][CH3:22])(=[O:9])=[O:8])[CH:6]=[CH:5][CH:4]=[CH:3][CH:2]=1.[H-].C([Al+]CC(C)C)C(C)C.S([O-])([O-])(=O)=O.[Na+].[Na+], predict the reaction product. The product is: [C:1]1([S:7]([NH:10][C:11]2[CH:20]=[CH:19][C:14]([CH2:15][OH:16])=[CH:13][C:12]=2[O:21][CH3:22])(=[O:9])=[O:8])[CH:2]=[CH:3][CH:4]=[CH:5][CH:6]=1. (4) Given the reactants [Cl:1][C:2]1[CH:3]=[C:4]([S:25]([NH2:28])(=[O:27])=[O:26])[CH:5]=[N:6][C:7]=1[O:8][CH2:9][C:10]1([F:24])[CH2:15][CH2:14][C:13]2(OC3C=CC=CC=3[O:16]2)[CH2:12][CH2:11]1.C1(C)C=CC(S([O-])(=O)=O)=CC=1.[NH+]1C=CC=CC=1.O, predict the reaction product. The product is: [Cl:1][C:2]1[CH:3]=[C:4]([S:25]([NH2:28])(=[O:27])=[O:26])[CH:5]=[N:6][C:7]=1[O:8][CH2:9][C:10]1([F:24])[CH2:15][CH2:14][C:13](=[O:16])[CH2:12][CH2:11]1.